From a dataset of Blood-brain barrier permeability classification from the B3DB database. Regression/Classification. Given a drug SMILES string, predict its absorption, distribution, metabolism, or excretion properties. Task type varies by dataset: regression for continuous measurements (e.g., permeability, clearance, half-life) or binary classification for categorical outcomes (e.g., BBB penetration, CYP inhibition). Dataset: b3db_classification. (1) The compound is CN(C)CC[C@H](c1ccccc1)c1ccccn1. The result is 1 (penetrates BBB). (2) The drug is CN(C)c1cc(NC(=O)CNC(C)(C)C)c(O)c2c1CC1CC3C(N(C)C)C(=O)C(C(N)=O)=C(O)C3(O)C(=O)C1=C2O. The result is 0 (does not penetrate BBB). (3) The compound is CC(=O)OCC1=C(C(=O)O)N2C(=O)[C@H](NC(=O)c3c(-c4ccccc4Cl)noc3C)[C@H]2SC1. The result is 0 (does not penetrate BBB). (4) The molecule is CCOc1ccccc1OC[C@@H]1CNCCO1. The result is 1 (penetrates BBB). (5) The compound is O=C(O)Cc1ccccc1Nc1ccc(Cl)cc1Cl. The result is 1 (penetrates BBB). (6) The compound is CCCCNC(=O)OC[C@](C)(CCC)COC(N)=O. The result is 1 (penetrates BBB). (7) The compound is CNc1ccc(C(=O)CC(O)CCC(C)C2OC(=O)CC(O)CC(=O)CC(O)CC(O)CC(O)CC(O)CC3(O)CC(O)C(C(=O)OC)C(O3)C(OC3O[C@H](C)[C@@H](O)[C@H](N)[C@@H]3O)C/C=C/C=C/C=C/C=C\C=C/C=C/C=C/C2C)cc1. The result is 0 (does not penetrate BBB). (8) The molecule is NS(=O)(=O)c1cc2c(cc1C(F)(F)F)N[C@H](Cc1ccccc1)NS2(=O)=O. The result is 1 (penetrates BBB). (9) The molecule is C#CCNC1CCc2ccccc21. The result is 1 (penetrates BBB). (10) The drug is CC(=O)[C@@]12OC(C)(C)O[C@@H]1C[C@H]1[C@@H]3CCC4=CC(=O)CC[C@]4(C)[C@H]3CC[C@@]12C. The result is 1 (penetrates BBB).